Dataset: Full USPTO retrosynthesis dataset with 1.9M reactions from patents (1976-2016). Task: Predict the reactants needed to synthesize the given product. (1) Given the product [CH3:1][O:2][C:3]1[CH:4]=[CH:5][C:6]2[O:10][C:9]([C:16]3[N:21]=[N:20][C:19]([NH2:22])=[CH:18][CH:17]=3)=[CH:8][C:7]=2[CH:14]=1, predict the reactants needed to synthesize it. The reactants are: [CH3:1][O:2][C:3]1[CH:4]=[CH:5][C:6]2[O:10][C:9](B(O)O)=[CH:8][C:7]=2[CH:14]=1.Br[C:16]1[N:21]=[N:20][C:19]([NH2:22])=[CH:18][CH:17]=1.CCN(CC)CC. (2) Given the product [Br:1][C:2]1[CH:11]=[CH:10][C:9]2[N:8]=[CH:7][C:6]3[N:12]([CH3:17])[C:13](=[O:16])[N:14]([CH3:15])[C:5]=3[C:4]=2[CH:3]=1, predict the reactants needed to synthesize it. The reactants are: [Br:1][C:2]1[CH:11]=[CH:10][C:9]2[N:8]=[CH:7][C:6]3[NH:12][C:13](=[O:16])[N:14]([CH3:15])[C:5]=3[C:4]=2[CH:3]=1.[C:17]([O-])([O-])=O.[Cs+].[Cs+].CI. (3) Given the product [NH:13]([CH2:14][CH2:15][CH2:16][CH2:17][OH:18])[CH2:12][CH2:11][CH2:10][CH2:9][OH:8], predict the reactants needed to synthesize it. The reactants are: C([O:8][CH2:9][CH2:10][CH2:11][CH2:12][NH:13][CH2:14][CH2:15][CH2:16][CH2:17][O:18]CC1C=CC=CC=1)C1C=CC=CC=1.O1CCOCC1. (4) Given the product [NH2:36][CH2:35][CH2:34][C:3]1[CH:4]=[C:5]2[C:10](=[CH:11][C:2]=1[Cl:1])[O:9][C:8](=[O:12])[C:7]([CH2:13][C:14]([NH:16][C:17]1[CH:22]=[CH:21][C:20]([Cl:23])=[CH:19][C:18]=1[C:24]([F:26])([F:27])[F:25])=[O:15])=[C:6]2[C:28]1[CH:33]=[CH:32][CH:31]=[CH:30][CH:29]=1, predict the reactants needed to synthesize it. The reactants are: [Cl:1][C:2]1[CH:11]=[C:10]2[C:5]([C:6]([C:28]3[CH:33]=[CH:32][CH:31]=[CH:30][CH:29]=3)=[C:7]([CH2:13][C:14]([NH:16][C:17]3[CH:22]=[CH:21][C:20]([Cl:23])=[CH:19][C:18]=3[C:24]([F:27])([F:26])[F:25])=[O:15])[C:8](=[O:12])[O:9]2)=[CH:4][C:3]=1[CH2:34][C:35]#[N:36].